From a dataset of Full USPTO retrosynthesis dataset with 1.9M reactions from patents (1976-2016). Predict the reactants needed to synthesize the given product. (1) Given the product [CH2:38]([S:35]([N:32]1[CH2:31][CH2:30][CH:29]([C:20]2[C:19]3[C:23](=[C:24]([C:26]([NH2:28])=[O:27])[CH:25]=[C:17]([C:10]4[S:11][C:7]([CH2:6][NH:5][CH2:4][CH2:3][CH:2]([CH3:15])[CH3:1])=[CH:8][CH:9]=4)[CH:18]=3)[NH:22][CH:21]=2)[CH2:34][CH2:33]1)(=[O:37])=[O:36])[CH3:39], predict the reactants needed to synthesize it. The reactants are: [CH3:1][CH:2]([CH3:15])[CH2:3][CH2:4][NH:5][CH2:6][C:7]1[S:11][C:10](B(O)O)=[CH:9][CH:8]=1.Br[C:17]1[CH:18]=[C:19]2[C:23](=[C:24]([C:26]([NH2:28])=[O:27])[CH:25]=1)[NH:22][CH:21]=[C:20]2[CH:29]1[CH2:34][CH2:33][N:32]([S:35]([CH2:38][CH3:39])(=[O:37])=[O:36])[CH2:31][CH2:30]1.C([O-])([O-])=O.[K+].[K+]. (2) Given the product [Cl:22][C:23]1[CH:24]=[CH:25][C:26]([N+:32]([O-:34])=[O:33])=[C:27]([CH:31]=1)[C:28]([NH:15][C:12]1[N:11]=[CH:10][C:9]([C:4]2[CH:5]=[CH:6][C:7]([CH3:8])=[C:2]([CH3:1])[CH:3]=2)=[CH:14][N:13]=1)=[O:29], predict the reactants needed to synthesize it. The reactants are: [CH3:1][C:2]1[CH:3]=[C:4]([C:9]2[CH:10]=[N:11][C:12]([NH2:15])=[N:13][CH:14]=2)[CH:5]=[CH:6][C:7]=1[CH3:8].N1C=CC=CC=1.[Cl:22][C:23]1[CH:24]=[CH:25][C:26]([N+:32]([O-:34])=[O:33])=[C:27]([CH:31]=1)[C:28](Cl)=[O:29]. (3) Given the product [Br:1][CH2:19][C:18]1[CH:21]=[CH:22][C:15]([S:27]([CH:25]([CH3:26])[CH3:24])(=[O:29])=[O:28])=[CH:16][CH:17]=1, predict the reactants needed to synthesize it. The reactants are: [Br:1]CC1C=CC(S(C)(=O)=O)=C(F)C=1.F[C:15]1[CH:22]=[CH:21][C:18]([CH:19]=O)=[CH:17][CH:16]=1.[Na+].[CH3:24][CH:25]([S:27]([O-:29])=[O:28])[CH3:26].